Dataset: Peptide-MHC class I binding affinity with 185,985 pairs from IEDB/IMGT. Task: Regression. Given a peptide amino acid sequence and an MHC pseudo amino acid sequence, predict their binding affinity value. This is MHC class I binding data. (1) The peptide sequence is HSDTHGLYW. The MHC is HLA-A03:01 with pseudo-sequence HLA-A03:01. The binding affinity (normalized) is 0.0847. (2) The peptide sequence is ELNKGWFGA. The MHC is HLA-B51:01 with pseudo-sequence HLA-B51:01. The binding affinity (normalized) is 0.0847. (3) The peptide sequence is MPMSMPIPM. The MHC is HLA-A02:16 with pseudo-sequence HLA-A02:16. The binding affinity (normalized) is 0.0847. (4) The MHC is HLA-A11:01 with pseudo-sequence HLA-A11:01. The peptide sequence is DLTTMPTYK. The binding affinity (normalized) is 0.475. (5) The peptide sequence is SIISAVVGI. The MHC is HLA-A02:03 with pseudo-sequence HLA-A02:03. The binding affinity (normalized) is 0.671. (6) The peptide sequence is TSSGDATTAY. The MHC is HLA-A30:02 with pseudo-sequence HLA-A30:02. The binding affinity (normalized) is 0.408.